From a dataset of Reaction yield outcomes from USPTO patents with 853,638 reactions. Predict the reaction yield, written as a fraction of the theoretical maximum amount of product (1.0 means a 100% yield; for example, 0.34 means a 34% yield). (1) The reactants are Br[C:2]1[CH:7]=[CH:6][C:5]([N:8]2[C:12]3[CH:13]=[CH:14][CH:15]=[CH:16][C:11]=3[N:10]=[C:9]2[CH3:17])=[CH:4][CH:3]=1.[CH:18]1[C:27]2[C:22](=[CH:23][CH:24]=[CH:25][CH:26]=2)[CH:21]=[CH:20][C:19]=1[C:28]1[C:41]2[C:36](=[CH:37][CH:38]=[CH:39][CH:40]=2)[C:35](B(O)O)=[C:34]2[C:29]=1[CH:30]=[CH:31][CH:32]=[CH:33]2.COCCOC.C(=O)([O-])[O-].[Na+].[Na+]. The catalyst is [Pd].C1(P(C2C=CC=CC=2)C2C=CC=CC=2)C=CC=CC=1.C1(P(C2C=CC=CC=2)C2C=CC=CC=2)C=CC=CC=1.C1(P(C2C=CC=CC=2)C2C=CC=CC=2)C=CC=CC=1.C1(P(C2C=CC=CC=2)C2C=CC=CC=2)C=CC=CC=1.ClCCl. The product is [CH:18]1[C:27]2[C:22](=[CH:23][CH:24]=[CH:25][CH:26]=2)[CH:21]=[CH:20][C:19]=1[C:28]1[C:29]2[C:34](=[CH:33][CH:32]=[CH:31][CH:30]=2)[C:35]([C:2]2[CH:7]=[CH:6][C:5]([N:8]3[C:12]4[CH:13]=[CH:14][CH:15]=[CH:16][C:11]=4[N:10]=[C:9]3[CH3:17])=[CH:4][CH:3]=2)=[C:36]2[C:41]=1[CH:40]=[CH:39][CH:38]=[CH:37]2. The yield is 0.490. (2) The reactants are C(OC([NH:8][C:9]1([CH3:48])[CH2:15][CH2:14][N:13]([C:16]2[N:20]([CH3:21])[N:19]=[CH:18][C:17]=2[NH:22][C:23]([C:25]2[N:26]=[C:27]([C:38]3[C:43]([F:44])=[CH:42][CH:41]=[CH:40][C:39]=3[F:45])[S:28][C:29]=2[NH:30]C(=O)OC(C)(C)C)=[O:24])[CH2:12][C:11]([F:47])([F:46])[CH2:10]1)=O)(C)(C)C.Cl.O1CCOCC1. The catalyst is CO. The product is [NH2:30][C:29]1[S:28][C:27]([C:38]2[C:39]([F:45])=[CH:40][CH:41]=[CH:42][C:43]=2[F:44])=[N:26][C:25]=1[C:23]([NH:22][C:17]1[CH:18]=[N:19][N:20]([CH3:21])[C:16]=1[N:13]1[CH2:14][CH2:15][C:9]([NH2:8])([CH3:48])[CH2:10][C:11]([F:46])([F:47])[CH2:12]1)=[O:24]. The yield is 0.870. (3) The reactants are C(OC([N:8]([CH2:39][C:40]([O:42]C(C)(C)C)=[O:41])[C:9]1[CH:14]=[CH:13][CH:12]=[C:11]([CH:15]([CH2:26][C:27]2[CH:32]=[CH:31][C:30]([CH:33]([CH3:38])[CH2:34][CH2:35][CH2:36][CH3:37])=[CH:29][CH:28]=2)[NH:16][S:17]([C:20]2[CH:25]=[CH:24][CH:23]=[CH:22][N:21]=2)(=[O:19])=[O:18])[N:10]=1)=O)(C)(C)C.FC(F)(F)C(O)=O.C(Cl)Cl. No catalyst specified. The yield is 0.960. The product is [CH3:38][CH:33]([C:30]1[CH:29]=[CH:28][C:27]([CH2:26][CH:15]([NH:16][S:17]([C:20]2[CH:25]=[CH:24][CH:23]=[CH:22][N:21]=2)(=[O:19])=[O:18])[C:11]2[N:10]=[C:9]([NH:8][CH2:39][C:40]([OH:42])=[O:41])[CH:14]=[CH:13][CH:12]=2)=[CH:32][CH:31]=1)[CH2:34][CH2:35][CH2:36][CH3:37]. (4) The reactants are [Cl:1][C:2]1[N:3]=[C:4](Cl)[C:5]2[N:10]=[CH:9][S:8][C:6]=2[N:7]=1.[CH3:12][O:13][C:14]1[CH:15]=[C:16]([NH2:24])[CH:17]=[C:18]([O:22][CH3:23])[C:19]=1[O:20][CH3:21].CCN(C(C)C)C(C)C.O. The catalyst is CS(C)=O. The product is [Cl:1][C:2]1[N:3]=[C:4]([NH:24][C:16]2[CH:17]=[C:18]([O:22][CH3:23])[C:19]([O:20][CH3:21])=[C:14]([O:13][CH3:12])[CH:15]=2)[C:5]2[N:10]=[CH:9][S:8][C:6]=2[N:7]=1. The yield is 0.986. (5) The catalyst is CC(O)(C)C. The yield is 0.890. The product is [CH3:24][O:23][C:7]1[C:8]([CH3:22])=[C:9]2[C:4]([C:1]([OH:3])=[CH:2][C:11]([C:13]3[S:14][CH:15]=[C:16]([C:18]([F:21])([F:20])[F:19])[N:17]=3)=[N:10]2)=[CH:5][CH:6]=1. The reactants are [C:1]([C:4]1[C:9]([NH:10][C:11]([C:13]2[S:14][CH2:15][CH:16]([C:18]([F:21])([F:20])[F:19])[N:17]=2)=O)=[C:8]([CH3:22])[C:7]([O:23][CH3:24])=[CH:6][CH:5]=1)(=[O:3])[CH3:2].CC(C)([O-])C.[K+]. (6) The catalyst is C(#N)C. The product is [CH:1]1([N:7]2[CH2:14][CH2:13][CH:12]([C:11]([OH:18])=[O:10])[C:15]2=[O:16])[CH2:6][CH2:5][CH2:4][CH2:3][CH2:2]1. The reactants are [CH:1]1([NH2:7])[CH2:6][CH2:5][CH2:4][CH2:3][CH2:2]1.CC1(C)[O:16][C:15](=O)[C:12]2([CH2:14][CH2:13]2)[C:11](=[O:18])[O:10]1. The yield is 0.750.